Dataset: Reaction yield outcomes from USPTO patents with 853,638 reactions. Task: Predict the reaction yield, written as a fraction of the theoretical maximum amount of product (1.0 means a 100% yield; for example, 0.34 means a 34% yield). (1) The reactants are [CH3:1][O:2][C:3]1[CH:4]=[C:5]([NH2:10])[C:6]([NH2:9])=[CH:7][CH:8]=1.[F:11][C:12]([F:21])([F:20])[C:13](=O)[C:14]([O:16]CC)=[O:15]. The catalyst is CCO.CCOC(C)=O. The product is [CH3:1][O:2][C:3]1[CH:4]=[C:5]2[C:6](=[CH:7][CH:8]=1)[NH:9][C:14](=[O:15])[C:13]([C:12]([F:21])([F:20])[F:11])=[N:10]2.[CH3:1][O:2][C:3]1[CH:4]=[C:5]2[C:6]([N:9]=[C:13]([C:12]([F:11])([F:20])[F:21])[C:14](=[O:16])[NH:10]2)=[CH:7][CH:8]=1. The yield is 0.420. (2) The reactants are [CH3:1][O:2][C:3]([C:5]1[C:9]2[CH:10]=[CH:11][C:12]([OH:14])=[CH:13][C:8]=2[O:7][C:6]=1[CH3:15])=[O:4].C(N(CC)CC)C.[F:23][C:24]([F:37])([F:36])[S:25](O[S:25]([C:24]([F:37])([F:36])[F:23])(=[O:27])=[O:26])(=[O:27])=[O:26]. The catalyst is ClCCl. The product is [CH3:1][O:2][C:3]([C:5]1[C:9]2[CH:10]=[CH:11][C:12]([O:14][S:25]([C:24]([F:37])([F:36])[F:23])(=[O:27])=[O:26])=[CH:13][C:8]=2[O:7][C:6]=1[CH3:15])=[O:4]. The yield is 0.900. (3) The reactants are [Cl:1][C:2]1[CH:7]=[CH:6][CH:5]=[C:4]([Cl:8])[C:3]=1[C:9]1[N:10](O)[C:11]2[C:17]3[CH:18]=[CH:19][N:20]=[CH:21][C:16]=3[NH:15][C:14]3[N:22]=[CH:23][CH:24]=[CH:25][C:13]=3[C:12]=2[N:26]=1.P(OCC)(OCC)OCC. The catalyst is CN(C)C=O. The product is [ClH:1].[ClH:1].[Cl:8][C:4]1[CH:5]=[CH:6][CH:7]=[C:2]([Cl:1])[C:3]=1[C:9]1[NH:10][C:11]2[C:17]3[CH:18]=[CH:19][N:20]=[CH:21][C:16]=3[NH:15][C:14]3[N:22]=[CH:23][CH:24]=[CH:25][C:13]=3[C:12]=2[N:26]=1. The yield is 0.850. (4) The reactants are [CH2:1]([O:3][C:4](=[O:25])[CH2:5][CH:6]1[O:10][B:9]([OH:11])[C:8]2[CH:12]=[C:13]([O:17][C:18]3[CH:23]=[CH:22][N:21]=[C:20](Cl)[N:19]=3)[CH:14]=[C:15]([CH3:16])[C:7]1=2)[CH3:2].[CH3:26][NH:27][CH3:28]. No catalyst specified. The product is [CH2:1]([O:3][C:4](=[O:25])[CH2:5][CH:6]1[O:10][B:9]([OH:11])[C:8]2[CH:12]=[C:13]([O:17][C:18]3[CH:23]=[CH:22][N:21]=[C:20]([N:27]([CH3:28])[CH3:26])[N:19]=3)[CH:14]=[C:15]([CH3:16])[C:7]1=2)[CH3:2]. The yield is 0.220. (5) The reactants are [Cl:1][C:2]1[CH:7]=[CH:6][CH:5]=[CH:4][C:3]=1[CH:8]([N:20]1[CH2:25][CH2:24][C:23]2[NH:26][CH:27]=[CH:28][C:22]=2[CH2:21]1)[CH2:9][CH2:10][CH2:11][CH2:12][CH2:13][C:14]([CH3:19])([CH3:18])[C:15]([OH:17])=[O:16].Cl.O. The catalyst is C(OCC)C. The product is [ClH:1].[Cl:1][C:2]1[CH:7]=[CH:6][CH:5]=[CH:4][C:3]=1[CH:8]([N:20]1[CH2:25][CH2:24][C:23]2[NH:26][CH:27]=[CH:28][C:22]=2[CH2:21]1)[CH2:9][CH2:10][CH2:11][CH2:12][CH2:13][C:14]([CH3:19])([CH3:18])[C:15]([OH:17])=[O:16]. The yield is 0.865.